This data is from Forward reaction prediction with 1.9M reactions from USPTO patents (1976-2016). The task is: Predict the product of the given reaction. (1) Given the reactants [Br:1][C:2]1[C:3]([N:17]2[CH2:22][CH2:21][CH2:20][CH2:19][CH2:18]2)=[C:4]([CH:10]=[C:11]([C:13]([F:16])([F:15])[F:14])[CH:12]=1)[C:5]([O:7]CC)=[O:6].[OH-].[K+], predict the reaction product. The product is: [Br:1][C:2]1[C:3]([N:17]2[CH2:22][CH2:21][CH2:20][CH2:19][CH2:18]2)=[C:4]([CH:10]=[C:11]([C:13]([F:15])([F:16])[F:14])[CH:12]=1)[C:5]([OH:7])=[O:6]. (2) Given the reactants [CH3:1][O:2][C:3](=[O:47])[CH2:4][O:5][C:6]1[CH:11]=[CH:10][C:9]([CH2:12][NH:13]C(OC(C)(C)C)=O)=[CH:8][C:7]=1[CH:21]1[CH2:26][CH2:25][N:24]([C:27]([C:29]2[C:37]3[C:32](=[C:33]([O:38][C:39]([F:42])([F:41])[F:40])[CH:34]=[CH:35][CH:36]=3)[N:31]([CH2:43][CH2:44][O:45][CH3:46])[CH:30]=2)=[O:28])[CH2:23][CH2:22]1.[ClH:48], predict the reaction product. The product is: [ClH:48].[CH3:1][O:2][C:3](=[O:47])[CH2:4][O:5][C:6]1[CH:11]=[CH:10][C:9]([CH2:12][NH2:13])=[CH:8][C:7]=1[CH:21]1[CH2:22][CH2:23][N:24]([C:27]([C:29]2[C:37]3[C:32](=[C:33]([O:38][C:39]([F:42])([F:40])[F:41])[CH:34]=[CH:35][CH:36]=3)[N:31]([CH2:43][CH2:44][O:45][CH3:46])[CH:30]=2)=[O:28])[CH2:25][CH2:26]1.